Dataset: Forward reaction prediction with 1.9M reactions from USPTO patents (1976-2016). Task: Predict the product of the given reaction. Given the reactants [O:1]1[CH2:6][CH2:5][CH2:4][CH2:3][CH:2]1[O:7][CH2:8][CH2:9][O:10][CH:11]1[CH2:14][N:13]([C:15]2[CH:20]=[CH:19][C:18]([OH:21])=[CH:17][CH:16]=2)[CH2:12]1.[H-].[Na+].Cl[C:25]1[C:30]([N+:31]([O-:33])=[O:32])=[CH:29][N:28]=[C:27]([O:34][CH3:35])[CH:26]=1.C(=O)([O-])O.[Na+], predict the reaction product. The product is: [CH3:35][O:34][C:27]1[CH:26]=[C:25]([O:21][C:18]2[CH:17]=[CH:16][C:15]([N:13]3[CH2:14][CH:11]([O:10][CH2:9][CH2:8][O:7][CH:2]4[CH2:3][CH2:4][CH2:5][CH2:6][O:1]4)[CH2:12]3)=[CH:20][CH:19]=2)[C:30]([N+:31]([O-:33])=[O:32])=[CH:29][N:28]=1.